The task is: Predict the reaction yield, written as a fraction of the theoretical maximum amount of product (1.0 means a 100% yield; for example, 0.34 means a 34% yield).. This data is from Reaction yield outcomes from USPTO patents with 853,638 reactions. (1) The reactants are [S:1]1[CH:5]=[CH:4][N:3]=[C:2]1[C:6]1([C:16]#[N:17])[CH2:15][CH2:14][C:9]2([O:13][CH2:12][CH2:11][O:10]2)[CH2:8][CH2:7]1.[Br:18]N1C(=O)CCC1=O. The catalyst is CN(C=O)C. The product is [Br:18][C:5]1[S:1][C:2]([C:6]2([C:16]#[N:17])[CH2:7][CH2:8][C:9]3([O:13][CH2:12][CH2:11][O:10]3)[CH2:14][CH2:15]2)=[N:3][CH:4]=1. The yield is 0.580. (2) The reactants are [C:1]([CH2:9][CH2:10][CH2:11][CH2:12][CH2:13][CH2:14][C:15]([O:17][CH2:18][CH3:19])=[O:16])(=[O:8])[C:2]1[CH:7]=[CH:6][CH:5]=[CH:4][CH:3]=1.[C:20](Cl)(=O)[C:21]1C=CC=[CH:23][CH:22]=1. No catalyst specified. The product is [CH:3]1[C:4]2[C:5](=[CH:20][CH:21]=[CH:22][CH:23]=2)[CH:6]=[CH:7][C:2]=1[C:1]([CH2:9][CH2:10][CH2:11][CH2:12][CH2:13][CH2:14][C:15]([O:17][CH2:18][CH3:19])=[O:16])=[O:8]. The yield is 0.540. (3) The reactants are [NH2:1][C:2]1[NH:6][N:5]=[C:4]([C:7]2[CH:12]=[CH:11][C:10]([O:13][C:14]3[CH:19]=[CH:18][CH:17]=[CH:16][CH:15]=3)=[CH:9][CH:8]=2)[C:3]=1[C:20]#[N:21].[CH2:22]([N:29]1[CH2:34][CH2:33][C:32](=[CH:35][C:36](OCC)=[O:37])[CH2:31][CH2:30]1)[C:23]1[CH:28]=[CH:27][CH:26]=[CH:25][CH:24]=1.C([O-])([O-])=O.[K+].[K+]. The catalyst is CN(C=O)C. The product is [CH2:22]([N:29]1[CH2:30][CH2:31][C:32]2([N:6]3[N:5]=[C:4]([C:7]4[CH:8]=[CH:9][C:10]([O:13][C:14]5[CH:19]=[CH:18][CH:17]=[CH:16][CH:15]=5)=[CH:11][CH:12]=4)[C:3]([C:20]#[N:21])=[C:2]3[NH:1][C:36](=[O:37])[CH2:35]2)[CH2:33][CH2:34]1)[C:23]1[CH:28]=[CH:27][CH:26]=[CH:25][CH:24]=1. The yield is 0.549. (4) The reactants are C([N:3]([CH2:15][CH3:16])[C:4](=[O:14])[C:5]1[CH:10]=[CH:9][C:8]([O:11][CH3:12])=[CH:7][C:6]=1C)C.C([Li])(C)(C)C.CCCCC.[CH3:27][N:28](C)[C:29]#N. The catalyst is C1COCC1. The product is [CH3:27][N:28]([CH3:29])[C:15]1[N:3]=[C:4]([OH:14])[C:5]2[C:6]([CH:16]=1)=[CH:7][C:8]([O:11][CH3:12])=[CH:9][CH:10]=2. The yield is 0.710.